Dataset: Forward reaction prediction with 1.9M reactions from USPTO patents (1976-2016). Task: Predict the product of the given reaction. (1) The product is: [OH:12][CH:9]1[CH2:10][C:11]2[C:2]([NH:1][C:20]([NH:21][C:22]3[CH:27]=[CH:26][C:25]([O:28][C:29]([F:30])([F:31])[F:32])=[CH:24][CH:23]=3)=[O:19])=[CH:3][CH:4]=[CH:5][C:6]=2[CH2:7][CH2:8]1. Given the reactants [NH2:1][C:2]1[CH:3]=[CH:4][CH:5]=[C:6]2[C:11]=1[CH2:10][CH:9]([OH:12])[CH2:8][CH2:7]2.C1([O:19][C:20](=O)[NH:21][C:22]2[CH:27]=[CH:26][C:25]([O:28][C:29]([F:32])([F:31])[F:30])=[CH:24][CH:23]=2)C=CC=CC=1, predict the reaction product. (2) Given the reactants [CH:1]1([S:6]([C:9]([C:12]2[CH:17]=[C:16]([N:18]3[CH2:23][CH2:22][O:21][CH2:20][C@@H:19]3[CH3:24])[N:15]=[C:14]([C:25]3[CH:30]=[CH:29][C:28]([NH:31][C:32](=O)[O:33]C4C=CC=CC=4)=[CH:27][CH:26]=3)[N:13]=2)([CH3:11])[CH3:10])(=[O:8])=[O:7])[CH2:5][CH2:4][CH2:3][CH2:2]1.C1(S(C[C:68]2[CH:67]=[C:66]([N:69]3CCOC[C@@H]3C)N=C(C3[CH:68]=[CH:67][C:66]([NH:69]C(=O)OC4C=CC=CC=4)=CC=3)N=2)(=O)=O)CCCC1, predict the reaction product. The product is: [CH:1]1([S:6]([C:9]([C:12]2[CH:17]=[C:16]([N:18]3[CH2:23][CH2:22][O:21][CH2:20][C@@H:19]3[CH3:24])[N:15]=[C:14]([C:25]3[CH:30]=[CH:29][C:28]([NH:31][C:32]([NH:69][CH:66]4[CH2:68][CH2:67]4)=[O:33])=[CH:27][CH:26]=3)[N:13]=2)([CH3:11])[CH3:10])(=[O:8])=[O:7])[CH2:2][CH2:3][CH2:4][CH2:5]1. (3) Given the reactants FC(F)(F)C(O)=O.[CH3:8][S:9]([C:12]1[CH:27]=[CH:26][C:15]2[N:16]([CH:20]3[CH2:25][CH2:24][NH:23][CH2:22][CH2:21]3)[C:17](=[O:19])[NH:18][C:14]=2[CH:13]=1)(=[O:11])=[O:10].Cl[CH2:29][C:30]([CH:32]1[CH2:37][CH2:36][CH:35]([O:38][CH3:39])[CH2:34][CH2:33]1)=[O:31], predict the reaction product. The product is: [CH3:39][O:38][CH:35]1[CH2:36][CH2:37][CH:32]([C:30](=[O:31])[CH2:29][N:23]2[CH2:22][CH2:21][CH:20]([N:16]3[C:15]4[CH:26]=[CH:27][C:12]([S:9]([CH3:8])(=[O:10])=[O:11])=[CH:13][C:14]=4[NH:18][C:17]3=[O:19])[CH2:25][CH2:24]2)[CH2:33][CH2:34]1. (4) Given the reactants CN1CCN(C2C=CC3NC([C:15]4([NH2:21])[CH2:20][CH2:19][NH:18][CH2:17][CH2:16]4)=NC=3C=2)CC1.C([N:26]([CH:30]([CH3:32])C)[CH:27]([CH3:29])C)C.ClC1[N:38]=[CH:37][N:36]=[C:35]2[C:35]=1[NH:36][CH:37]=[N:38]2, predict the reaction product. The product is: [N:38]1[C:30]2[NH:26][CH:27]=[CH:29][C:32]=2[C:35]([N:18]2[CH2:17][CH2:16][CH:15]([NH2:21])[CH2:20][CH2:19]2)=[N:36][CH:37]=1.